Dataset: CYP1A2 inhibition data for predicting drug metabolism from PubChem BioAssay. Task: Regression/Classification. Given a drug SMILES string, predict its absorption, distribution, metabolism, or excretion properties. Task type varies by dataset: regression for continuous measurements (e.g., permeability, clearance, half-life) or binary classification for categorical outcomes (e.g., BBB penetration, CYP inhibition). Dataset: cyp1a2_veith. (1) The molecule is O=C(OC1CCN(c2ncc(C(F)(F)F)cc2Cl)CC1)c1ccccc1. The result is 0 (non-inhibitor). (2) The molecule is COc1ncc2nc(-c3cccs3)c(=O)n(Cc3cccs3)c2n1. The result is 1 (inhibitor). (3) The molecule is O=C(O)c1ccccc1-c1ccccc1C(=O)Nc1ccccc1. The result is 0 (non-inhibitor).